From a dataset of Catalyst prediction with 721,799 reactions and 888 catalyst types from USPTO. Predict which catalyst facilitates the given reaction. (1) Reactant: [F:1][C:2]1[C:3]([C:10]2[CH:19]=[CH:18][C:13]([C:14](OC)=[O:15])=[CH:12][C:11]=2[C:20]2([CH2:25][O:26][CH3:27])[CH2:24][CH2:23][CH2:22][CH2:21]2)=[CH:4][C:5]([O:8][CH3:9])=[N:6][CH:7]=1.[H-].[H-].[H-].[H-].[Li+].[Al+3]. Product: [F:1][C:2]1[C:3]([C:10]2[CH:19]=[CH:18][C:13]([CH2:14][OH:15])=[CH:12][C:11]=2[C:20]2([CH2:25][O:26][CH3:27])[CH2:21][CH2:22][CH2:23][CH2:24]2)=[CH:4][C:5]([O:8][CH3:9])=[N:6][CH:7]=1. The catalyst class is: 1. (2) Reactant: O=[C:2]([CH3:6])[CH2:3][C:4]#[N:5].[CH:7]1([NH:10][NH2:11])[CH2:9][CH2:8]1. Product: [CH:7]1([N:10]2[C:4]([NH2:5])=[CH:3][C:2]([CH3:6])=[N:11]2)[CH2:9][CH2:8]1. The catalyst class is: 8. (3) Reactant: C([O:8][C:9]1[C:10]([CH:15]2[NH:20][C:19]3[CH:21]=[CH:22][N:23]=[C:24]([C:25]([F:28])([F:27])[F:26])[C:18]=3[C:17](=[O:29])[N:16]2[CH:30]([CH3:40])[CH2:31][C:32]2[CH:37]=[CH:36][C:35]([F:38])=[C:34]([F:39])[CH:33]=2)=[N:11][CH:12]=[CH:13][CH:14]=1)C1C=CC=CC=1. Product: [F:39][C:34]1[CH:33]=[C:32]([CH2:31][CH:30]([N:16]2[C:17](=[O:29])[C:18]3[C:24]([C:25]([F:26])([F:27])[F:28])=[N:23][CH:22]=[CH:21][C:19]=3[NH:20][CH:15]2[C:10]2[C:9]([OH:8])=[CH:14][CH:13]=[CH:12][N:11]=2)[CH3:40])[CH:37]=[CH:36][C:35]=1[F:38]. The catalyst class is: 29. (4) Reactant: C[Si]([N:5]=[N+:6]=[N-:7])(C)C.[C:8]([C:10]1[N:15]=[C:14]([O:16][CH3:17])[C:13]([N+:18]([O-:20])=[O:19])=[CH:12][CH:11]=1)#[CH:9]. Product: [CH3:17][O:16][C:14]1[C:13]([N+:18]([O-:20])=[O:19])=[CH:12][CH:11]=[C:10]([C:8]2[CH:9]=[N:7][NH:6][N:5]=2)[N:15]=1. The catalyst class is: 93.